The task is: Predict the product of the given reaction.. This data is from Forward reaction prediction with 1.9M reactions from USPTO patents (1976-2016). (1) Given the reactants [CH3:1][Si:2]([CH3:40])([CH3:39])[CH2:3][CH2:4][O:5][CH2:6][N:7]([CH2:31][O:32][CH2:33][CH2:34][Si:35]([CH3:38])([CH3:37])[CH3:36])[C:8]1[N:13]2[N:14]=[CH:15][C:16](I)=[C:12]2[N:11]=[C:10]([CH:18]2[CH2:23][CH2:22][C:21]([CH2:29][OH:30])([C:24]([O:26][CH2:27][CH3:28])=[O:25])[CH2:20][CH2:19]2)[CH:9]=1.[C:41]1([N:47]2[CH:51]=[C:50](B3OC(C)(C)C(C)(C)O3)[CH:49]=[N:48]2)[CH:46]=[CH:45][CH:44]=[CH:43][CH:42]=1.[O-]P([O-])([O-])=O.[K+].[K+].[K+], predict the reaction product. The product is: [CH3:1][Si:2]([CH3:40])([CH3:39])[CH2:3][CH2:4][O:5][CH2:6][N:7]([CH2:31][O:32][CH2:33][CH2:34][Si:35]([CH3:38])([CH3:37])[CH3:36])[C:8]1[N:13]2[N:14]=[CH:15][C:16]([C:50]3[CH:49]=[N:48][N:47]([C:41]4[CH:42]=[CH:43][CH:44]=[CH:45][CH:46]=4)[CH:51]=3)=[C:12]2[N:11]=[C:10]([CH:18]2[CH2:23][CH2:22][C:21]([CH2:29][OH:30])([C:24]([O:26][CH2:27][CH3:28])=[O:25])[CH2:20][CH2:19]2)[CH:9]=1. (2) Given the reactants [NH:1]1[CH2:6][CH2:5][O:4][CH2:3][CH2:2]1.[OH:7][CH2:8][C:9]1[CH:10]=[C:11]([C:15]2[CH:16]=[CH:17][C:18]3[N:19]([CH:21]=[C:22]([C:24](O)=[O:25])[N:23]=3)[CH:20]=2)[CH:12]=[CH:13][CH:14]=1.C(N(C(C)C)CC)(C)C.F[P-](F)(F)(F)(F)F.[NH2+]1(=O)C2C(=NC=CC=2)N=N1.ON1C2N=CC=CC=2N=N1, predict the reaction product. The product is: [N:1]1([C:24]([C:22]2[N:23]=[C:18]3[CH:17]=[CH:16][C:15]([C:11]4[CH:10]=[C:9]([CH2:8][OH:7])[CH:14]=[CH:13][CH:12]=4)=[CH:20][N:19]3[CH:21]=2)=[O:25])[CH2:6][CH2:5][O:4][CH2:3][CH2:2]1. (3) The product is: [CH3:1][C@@:2]1([OH:35])[C@H:15]([OH:16])[C@@H:14]([CH2:25][OH:26])[O:13][CH:3]1[OH:4]. Given the reactants [CH3:1][C@@:2]1([O:35]C(=O)C2C=CC=CC=2)[C@H:15]([O:16]C(=O)C2C=CC=CC=2)[C@@H:14]([CH2:25][O:26]C(=O)C2C=CC=CC=2)[O:13][C@H:3]1[O:4]C(=O)C1C=CC=CC=1.[C-]#N.[K+], predict the reaction product. (4) Given the reactants [NH2:1][C:2]1[CH:7]=[CH:6][C:5]([N:8]2[C:14](=[O:15])[CH2:13][C:12](=[O:16])[NH:11][C:10]3[C:17]4[C:22]([CH:23]=[CH:24][C:9]2=3)=[CH:21][CH:20]=[CH:19][CH:18]=4)=[CH:4][C:3]=1[O:25][CH3:26].[Cl:27][C:28]1[CH:38]=[CH:37][CH:36]=[CH:35][C:29]=1[CH2:30][S:31](Cl)(=[O:33])=[O:32], predict the reaction product. The product is: [Cl:27][C:28]1[CH:38]=[CH:37][CH:36]=[CH:35][C:29]=1[CH2:30][S:31]([NH:1][C:2]1[CH:7]=[CH:6][C:5]([N:8]2[C:14](=[O:15])[CH2:13][C:12](=[O:16])[NH:11][C:10]3[C:17]4[C:22]([CH:23]=[CH:24][C:9]2=3)=[CH:21][CH:20]=[CH:19][CH:18]=4)=[CH:4][C:3]=1[O:25][CH3:26])(=[O:33])=[O:32]. (5) Given the reactants Cl[C@@H]1CCNC1=O.[NH2:8][CH2:9][CH2:10][C@@H:11](Cl)[C:12]([OH:14])=[O:13].[OH-].[Na+].O.O.O.O.O.O.O.O.[OH-].[Ba+2].[OH-].N1CC[C@H]1C(O)=O.Cl.C(=O)([O-])[O-].[Na+].[Na+].[C:43](O[C:43]([O:45][C:46]([CH3:49])([CH3:48])[CH3:47])=[O:44])([O:45][C:46]([CH3:49])([CH3:48])[CH3:47])=[O:44], predict the reaction product. The product is: [C:46]([O:45][C:43]([N:8]1[CH2:9][CH2:10][C@H:11]1[C:12]([OH:14])=[O:13])=[O:44])([CH3:49])([CH3:48])[CH3:47].